This data is from Full USPTO retrosynthesis dataset with 1.9M reactions from patents (1976-2016). The task is: Predict the reactants needed to synthesize the given product. (1) Given the product [CH3:17][O:18][C:19](=[O:28])[C:20]1[CH:25]=[CH:24][C:23]([CH3:26])=[C:22]([NH:27][C:14]([C:8]2[C:9](=[O:13])[NH:10][C:11]3[C:6]([CH:7]=2)=[CH:5][N:4]=[C:3]([O:2][CH3:1])[CH:12]=3)=[O:16])[CH:21]=1, predict the reactants needed to synthesize it. The reactants are: [CH3:1][O:2][C:3]1[CH:12]=[C:11]2[C:6]([CH:7]=[C:8]([C:14]([OH:16])=O)[C:9](=[O:13])[NH:10]2)=[CH:5][N:4]=1.[CH3:17][O:18][C:19](=[O:28])[C:20]1[CH:25]=[CH:24][C:23]([CH3:26])=[C:22]([NH2:27])[CH:21]=1. (2) Given the product [Cl:1][C:2]1[C:7]([F:8])=[CH:6][CH:5]=[C:4]([O:9][CH3:10])[C:3]=1[C@H:11]([C:13]1[C:21]2[C:16](=[N:17][CH:18]=[C:19]([C:22]3[CH:23]=[N:24][N:25]([C@H:28]4[CH2:29][CH2:30][C@H:31]([C:34]([N:39]([CH3:40])[CH3:38])=[O:35])[CH2:32][CH2:33]4)[C:26]=3[CH3:27])[CH:20]=2)[NH:15][CH:14]=1)[CH3:12], predict the reactants needed to synthesize it. The reactants are: [Cl:1][C:2]1[C:7]([F:8])=[CH:6][CH:5]=[C:4]([O:9][CH3:10])[C:3]=1[C@H:11]([C:13]1[C:21]2[C:16](=[N:17][CH:18]=[C:19]([C:22]3[CH:23]=[N:24][N:25]([C@H:28]4[CH2:33][CH2:32][C@H:31]([C:34](O)=[O:35])[CH2:30][CH2:29]4)[C:26]=3[CH3:27])[CH:20]=2)[NH:15][CH:14]=1)[CH3:12].Cl.[CH3:38][NH:39][CH3:40].CN(C(ON1N=NC2C=CC=CC1=2)=[N+](C)C)C.[B-](F)(F)(F)F.CCN(C(C)C)C(C)C.C(Cl)Cl. (3) Given the product [F:13][C:14]1[CH:19]=[CH:18][C:17]([C:2]2[C:3]3[N:4]([N:9]=[C:10]([NH2:12])[N:11]=3)[CH:5]=[C:6]([CH3:8])[CH:7]=2)=[CH:16][CH:15]=1, predict the reactants needed to synthesize it. The reactants are: Br[C:2]1[C:3]2[N:4]([N:9]=[C:10]([NH2:12])[N:11]=2)[CH:5]=[C:6]([CH3:8])[CH:7]=1.[F:13][C:14]1[CH:19]=[CH:18][C:17](B(O)O)=[CH:16][CH:15]=1.C([O-])([O-])=O.[Na+].[Na+]. (4) Given the product [CH3:15][O:16][CH2:17][O:18][C:19]1[CH:24]=[C:23]([O:25][CH2:26][O:27][CH3:28])[CH:22]=[CH:21][C:20]=1[CH:29]1[CH2:34][CH2:33][CH2:32][CH:31]([NH:35][C:8](=[O:10])[CH3:9])[CH2:30]1, predict the reactants needed to synthesize it. The reactants are: C(N(CC)CC)C.[C:8](OC(=O)C)(=[O:10])[CH3:9].[CH3:15][O:16][CH2:17][O:18][C:19]1[CH:24]=[C:23]([O:25][CH2:26][O:27][CH3:28])[CH:22]=[CH:21][C:20]=1[CH:29]1[CH2:34][CH2:33][CH2:32][CH:31]([NH2:35])[CH2:30]1. (5) Given the product [Br:1][C:2]1[CH:3]=[C:4](/[CH:5]=[C:20](\[C:17]2[CH:16]=[CH:15][C:14]([S:11]([CH3:10])(=[O:13])=[O:12])=[CH:19][CH:18]=2)/[C:21]([OH:23])=[O:22])[CH:7]=[CH:8][CH:9]=1, predict the reactants needed to synthesize it. The reactants are: [Br:1][C:2]1[CH:3]=[C:4]([CH:7]=[CH:8][CH:9]=1)[CH:5]=O.[CH3:10][S:11]([C:14]1[CH:19]=[CH:18][C:17]([CH2:20][C:21]([OH:23])=[O:22])=[CH:16][CH:15]=1)(=[O:13])=[O:12].N1CCCCC1. (6) The reactants are: [Br:1][C:2]1[CH:7]=[CH:6][C:5]([S:8](Cl)(=[O:10])=[O:9])=[C:4]([F:12])[CH:3]=1.[NH2:13][CH2:14][CH2:15][CH2:16][CH2:17][OH:18]. Given the product [OH:18][CH2:17][CH2:16][CH2:15][CH2:14][NH:13][S:8]([C:5]1[CH:6]=[CH:7][C:2]([Br:1])=[CH:3][C:4]=1[F:12])(=[O:10])=[O:9], predict the reactants needed to synthesize it. (7) Given the product [Br:1][C:2]1[CH:10]=[CH:9][C:5]([CH2:6][OH:7])=[C:4]([Cl:11])[CH:3]=1, predict the reactants needed to synthesize it. The reactants are: [Br:1][C:2]1[CH:10]=[CH:9][C:5]([C:6](O)=[O:7])=[C:4]([Cl:11])[CH:3]=1.B.C1COCC1.C([O-])([O-])=O.[K+].[K+].O.